From a dataset of Forward reaction prediction with 1.9M reactions from USPTO patents (1976-2016). Predict the product of the given reaction. (1) Given the reactants C[O:2][C:3](=[O:15])[C:4]1[CH:9]=[CH:8][C:7]([C:10]([F:13])([F:12])[F:11])=[CH:6][C:5]=1I.[Br-].[CH:17]1([Zn+])[CH2:21][CH2:20][CH2:19][CH2:18]1.[OH-].[Na+], predict the reaction product. The product is: [CH:17]1([C:5]2[CH:6]=[C:7]([C:10]([F:13])([F:12])[F:11])[CH:8]=[CH:9][C:4]=2[C:3]([OH:2])=[O:15])[CH2:21][CH2:20][CH2:19][CH2:18]1. (2) Given the reactants C([O:8][C:9]1[CH:21]=[N:20][C:19]2[C:18]3[CH:17]=[CH:16][CH:15]=[CH:14][C:13]=3[NH:12][C:11]=2[CH:10]=1)C1C=CC=CC=1, predict the reaction product. The product is: [N:20]1[C:19]2[C:18]3[CH:17]=[CH:16][CH:15]=[CH:14][C:13]=3[NH:12][C:11]=2[CH:10]=[C:9]([OH:8])[CH:21]=1. (3) Given the reactants Cl[C:2]1[CH:15]=[CH:14][C:13]2[C:12](=[O:16])[C:11]3[C:6](=[CH:7][CH:8]=[CH:9][CH:10]=3)[C:5](=[O:17])[C:4]=2[CH:3]=1.[CH3:18][O-:19].[Na+], predict the reaction product. The product is: [CH3:18][O:19][C:2]1[CH:15]=[CH:14][C:13]2[C:12](=[O:16])[C:11]3[C:6](=[CH:7][CH:8]=[CH:9][CH:10]=3)[C:5](=[O:17])[C:4]=2[CH:3]=1. (4) The product is: [S:53]1[CH2:52][CH2:51][N:50]=[C:48]1[C:45]1[NH:46][C:47]2[C:43]([CH:44]=1)=[CH:42][CH:41]=[CH:40][C:39]=2[N+:36]([O-:38])=[O:37]. Given the reactants C1(P(=O)(C2C=CC=CC=2)C2C=CC=CC=2)C=CC=CC=1.FC(F)(F)S(OS(C(F)(F)F)(=O)=O)(=O)=O.[N+:36]([C:39]1[CH:40]=[CH:41][CH:42]=[C:43]2[C:47]=1[NH:46][C:45]([C:48]([NH:50][CH2:51][CH2:52][S:53]C(C1C=CC=CC=1)(C1C=CC=CC=1)C1C=CC=CC=1)=O)=[CH:44]2)([O-:38])=[O:37], predict the reaction product. (5) Given the reactants Cl[C:2]1C=C(F)C(F)=CC=1C(OC)=O.[Cl:14][C:15]1[C:16]([C:38]([O:40][CH3:41])=[O:39])=[CH:17][C:18]([F:37])=[C:19]([CH:36]=1)[O:20][CH2:21][CH:22]1[CH2:26][O:25][C:24]([CH3:28])([CH3:27])[N:23]1[C:29]([O:31][C:32]([CH3:35])([CH3:34])[CH3:33])=[O:30], predict the reaction product. The product is: [Cl:14][C:15]1[C:16]([C:38]([O:40][CH2:41][CH3:2])=[O:39])=[CH:17][C:18]([F:37])=[C:19]([CH:36]=1)[O:20][CH2:21][CH:22]1[CH2:26][O:25][C:24]([CH3:28])([CH3:27])[N:23]1[C:29]([O:31][C:32]([CH3:34])([CH3:35])[CH3:33])=[O:30]. (6) Given the reactants CS(C)=O.[F:5][C:6]1[CH:13]=[C:12]([O:14][CH2:15][CH2:16][CH2:17][CH:18]2[CH2:23][CH2:22][NH:21][CH2:20][CH2:19]2)[CH:11]=[CH:10][C:7]=1[C:8]#[N:9].Cl[CH2:25][CH2:26][CH2:27][O:28][C:29]1[CH:36]=[CH:35][C:32]([C:33]#[N:34])=[C:31]([F:37])[CH:30]=1.C(N(C(C)C)C(C)C)C, predict the reaction product. The product is: [C:33]([C:32]1[CH:35]=[CH:36][C:29]([O:28][CH2:27][CH2:26][CH2:25][N:21]2[CH2:22][CH2:23][CH:18]([CH2:17][CH2:16][CH2:15][O:14][C:12]3[CH:11]=[CH:10][C:7]([C:8]#[N:9])=[C:6]([F:5])[CH:13]=3)[CH2:19][CH2:20]2)=[CH:30][C:31]=1[F:37])#[N:34].